From a dataset of Catalyst prediction with 721,799 reactions and 888 catalyst types from USPTO. Predict which catalyst facilitates the given reaction. (1) Reactant: C(O[C:4](=[O:20])[CH2:5][C:6](=O)[CH2:7][CH:8]1[CH2:13][CH2:12][CH:11]([C:14]([O:16][CH2:17][CH3:18])=[O:15])[CH2:10][CH2:9]1)C.[NH2:21][C:22]1[CH:26]=[CH:25][NH:24][N:23]=1. Product: [OH:20][C:4]1[N:23]2[N:24]=[CH:25][CH:26]=[C:22]2[N:21]=[C:6]([CH2:7][CH:8]2[CH2:9][CH2:10][CH:11]([C:14]([O:16][CH2:17][CH3:18])=[O:15])[CH2:12][CH2:13]2)[CH:5]=1. The catalyst class is: 14. (2) Reactant: [CH2:1]([O:3][C:4]([C:6]1[C:15](=[O:16])[C:14]2[C:9](=[CH:10][C:11](Br)=[CH:12][CH:13]=2)[N:8]([CH2:18][CH3:19])[C:7]=1[S:20][CH3:21])=[O:5])[CH3:2].C([O-])([O-])=O.[Na+].[Na+]. Product: [CH2:1]([O:3][C:4]([C:6]1[C:15](=[O:16])[C:14]2[C:9](=[CH:10][C:11]([C:12]3[CH:13]=[CH:14][C:9]([NH2:8])=[CH:10][CH:11]=3)=[CH:12][CH:13]=2)[N:8]([CH2:18][CH3:19])[C:7]=1[S:20][CH3:21])=[O:5])[CH3:2]. The catalyst class is: 176. (3) Reactant: [CH3:1][O:2][C:3](=[O:12])[CH2:4][C:5]1[CH:10]=[CH:9][C:8]([OH:11])=[CH:7][CH:6]=1.[Cl:13][C:14]1[CH:15]=[N:16][C:17]([N:20]2[CH2:25][CH2:24][CH:23]([CH2:26][CH2:27][CH2:28]O)[CH2:22][CH2:21]2)=[N:18][CH:19]=1.C1CCN(C(N=NC(N2CCCCC2)=O)=O)CC1.P(CCCC)(CCCC)CCCC. Product: [CH3:1][O:2][C:3](=[O:12])[CH2:4][C:5]1[CH:10]=[CH:9][C:8]([O:11][CH2:28][CH2:27][CH2:26][CH:23]2[CH2:22][CH2:21][N:20]([C:17]3[N:16]=[CH:15][C:14]([Cl:13])=[CH:19][N:18]=3)[CH2:25][CH2:24]2)=[CH:7][CH:6]=1. The catalyst class is: 1.